From a dataset of Forward reaction prediction with 1.9M reactions from USPTO patents (1976-2016). Predict the product of the given reaction. (1) Given the reactants [CH3:1][N:2]([CH2:4][CH2:5][O:6][C:7]1[CH:8]=[C:9]([CH:11]=[CH:12][C:13]=1[Cl:14])[NH2:10])[CH3:3].[C:15]([C:17]1[C:33]([Cl:34])=[CH:32][CH:31]=[CH:30][C:18]=1[O:19][C:20]1[CH:25]=[CH:24][C:23]([S:26](Cl)(=[O:28])=[O:27])=[CH:22][CH:21]=1)#[N:16], predict the reaction product. The product is: [Cl:34][C:33]1[C:17]([C:15]#[N:16])=[C:18]([CH:30]=[CH:31][CH:32]=1)[O:19][C:20]1[CH:21]=[CH:22][C:23]([S:26]([NH:10][C:9]2[CH:11]=[CH:12][C:13]([Cl:14])=[C:7]([O:6][CH2:5][CH2:4][N:2]([CH3:1])[CH3:3])[CH:8]=2)(=[O:27])=[O:28])=[CH:24][CH:25]=1. (2) Given the reactants [Br:1][C:2]1[CH:3]=[C:4]([C:9](=O)[CH2:10][C:11]([CH2:25][N+:26]([O-])=O)([C:16]2[CH:21]=[C:20]([Cl:22])[C:19]([Cl:23])=[C:18]([Cl:24])[CH:17]=2)[C:12]([F:15])([F:14])[F:13])[CH:5]=[CH:6][C:7]=1[F:8], predict the reaction product. The product is: [Br:1][C:2]1[CH:3]=[C:4]([C:9]2[CH2:10][C:11]([C:16]3[CH:21]=[C:20]([Cl:22])[C:19]([Cl:23])=[C:18]([Cl:24])[CH:17]=3)([C:12]([F:15])([F:14])[F:13])[CH2:25][N:26]=2)[CH:5]=[CH:6][C:7]=1[F:8].